From a dataset of Catalyst prediction with 721,799 reactions and 888 catalyst types from USPTO. Predict which catalyst facilitates the given reaction. (1) Reactant: [F:1][C:2]1[CH:10]=[CH:9][C:5]([C:6]([OH:8])=[O:7])=[CH:4][C:3]=1[O:11][C:12]([F:15])([F:14])[F:13].[C:16](Cl)(=O)C. Product: [CH3:16][O:7][C:6](=[O:8])[C:5]1[CH:9]=[CH:10][C:2]([F:1])=[C:3]([O:11][C:12]([F:14])([F:13])[F:15])[CH:4]=1. The catalyst class is: 5. (2) Reactant: [Br:1][C:2]1[CH:7]=[CH:6][C:5]([OH:8])=[C:4]([CH3:9])[C:3]=1[CH3:10].[CH3:11][N:12]1[CH2:17][CH2:16][N:15]([CH2:18][CH2:19]O)[CH2:14][CH2:13]1.C1C=CC(P(C2C=CC=CC=2)C2C=CC=CC=2)=CC=1.N(C(OC(C)(C)C)=O)=NC(OC(C)(C)C)=O. Product: [Br:1][C:2]1[CH:7]=[CH:6][C:5]([O:8][CH2:19][CH2:18][N:15]2[CH2:16][CH2:17][N:12]([CH3:11])[CH2:13][CH2:14]2)=[C:4]([CH3:9])[C:3]=1[CH3:10]. The catalyst class is: 11. (3) Reactant: Cl.[Cl:2][C:3]1[CH:4]=[CH:5][C:6]2[CH2:12][CH2:11][C:10]3[CH:13]=[CH:14][CH:15]=[CH:16][C:9]=3[N:8]([CH2:17][CH2:18][CH2:19][NH2:20])[C:7]=2[CH:21]=1.CCN(CC)CC.[N+:29]([C:32]1[CH:37]=[CH:36][C:35]([S:38](Cl)(=[O:40])=[O:39])=[CH:34][CH:33]=1)([O-:31])=[O:30]. Product: [Cl:2][C:3]1[CH:4]=[CH:5][C:6]2[CH2:12][CH2:11][C:10]3[CH:13]=[CH:14][CH:15]=[CH:16][C:9]=3[N:8]([CH2:17][CH2:18][CH2:19][NH:20][S:38]([C:35]3[CH:34]=[CH:33][C:32]([N+:29]([O-:31])=[O:30])=[CH:37][CH:36]=3)(=[O:39])=[O:40])[C:7]=2[CH:21]=1. The catalyst class is: 3. (4) Reactant: Cl.[F:2][C@@H:3]1[CH2:7][NH:6][C@H:5]([C:8]([O:10]C)=O)[CH2:4]1.C([N:14](CC)CC)C.C([O:22][CH2:23][C:24](Cl)=[O:25])(=O)C. Product: [F:2][C@@H:3]1[CH2:7][N:6]([C:24](=[O:25])[CH2:23][OH:22])[C@H:5]([C:8]([NH2:14])=[O:10])[CH2:4]1. The catalyst class is: 10.